This data is from Full USPTO retrosynthesis dataset with 1.9M reactions from patents (1976-2016). The task is: Predict the reactants needed to synthesize the given product. (1) Given the product [C:6]([C:7]1[CH:8]=[CH:9][CH:10]=[C:11]2[C:15]=1[C:14](=[O:16])[NH:13][CH2:12]2)#[CH:5], predict the reactants needed to synthesize it. The reactants are: C[Si]([C:5]#[C:6][C:7]1[CH:8]=[CH:9][CH:10]=[C:11]2[C:15]=1[C:14](=[O:16])[NH:13][CH2:12]2)(C)C.CCCC[N+](CCCC)(CCCC)CCCC.[F-]. (2) The reactants are: [F:1][C:2]([F:7])([F:6])[C:3]([OH:5])=[O:4].[F:8][C:9]([F:14])([F:13])[C:10]([OH:12])=[O:11].FC(F)(F)C(O)=O.[Cl:22][C:23]1[CH:24]=[N:25][C:26]2[NH:27][C:28]3[CH:29]=[N:30][CH:31]=[C:32]([CH:53]=3)[CH2:33][CH2:34][C:35]3[CH:43]=[C:39]([NH:40][C:41]=1[N:42]=2)[CH:38]=[CH:37][C:36]=3[NH:44][C:45](=[O:52])[CH2:46][CH:47]1[CH2:51][CH2:50][NH:49][CH2:48]1.[C:54]1([N:60]=[C:61]=[O:62])[CH:59]=[CH:58][CH:57]=[CH:56][CH:55]=1. Given the product [F:1][C:2]([F:7])([F:6])[C:3]([OH:5])=[O:4].[F:8][C:9]([F:14])([F:13])[C:10]([OH:12])=[O:11].[Cl:22][C:23]1[CH:24]=[N:25][C:26]2[NH:27][C:28]3[CH:29]=[N:30][CH:31]=[C:32]([CH:53]=3)[CH2:33][CH2:34][C:35]3[CH:43]=[C:39]([NH:40][C:41]=1[N:42]=2)[CH:38]=[CH:37][C:36]=3[NH:44][C:45](=[O:52])[CH2:46][CH:47]1[CH2:51][CH2:50][N:49]([C:61]([NH:60][C:54]2[CH:59]=[CH:58][CH:57]=[CH:56][CH:55]=2)=[O:62])[CH2:48]1, predict the reactants needed to synthesize it. (3) Given the product [CH2:1]([O:8][C:9]([N:11]1[CH2:12][CH2:13][CH:14]([N:21]=[C:23]=[O:24])[CH2:15][CH2:16]1)=[O:10])[C:2]1[CH:3]=[CH:4][CH:5]=[CH:6][CH:7]=1, predict the reactants needed to synthesize it. The reactants are: [CH2:1]([O:8][C:9]([N:11]1[CH2:16][CH2:15][CH:14](C(O)=O)[CH2:13][CH2:12]1)=[O:10])[C:2]1[CH:7]=[CH:6][CH:5]=[CH:4][CH:3]=1.C[N:21]([CH:23]=[O:24])C.C(Cl)(=O)C(Cl)=O.[N-]=[N+]=[N-].[Na+]. (4) Given the product [CH3:3][CH:2]([NH:8][C:9]1[CH:14]=[CH:13][CH:12]=[CH:11][C:10]=1[OH:15])[CH2:4][CH2:5][CH2:6][CH3:7], predict the reactants needed to synthesize it. The reactants are: I[CH:2]([CH2:4][CH2:5][CH2:6][CH3:7])[CH3:3].[NH2:8][C:9]1[CH:14]=[CH:13][CH:12]=[CH:11][C:10]=1[OH:15]. (5) Given the product [CH3:6][O:7][C:8]([C:10]1[O:11][C:12]([C:16](=[O:18])[CH3:17])=[CH:13][C:14]=1[CH3:15])=[O:9], predict the reactants needed to synthesize it. The reactants are: [Sn](Cl)(Cl)(Cl)Cl.[CH3:6][O:7][C:8]([C:10]1[O:11][CH:12]=[CH:13][C:14]=1[CH3:15])=[O:9].[C:16](OC(=O)C)(=[O:18])[CH3:17].C([O-])([O-])=O.[Na+].[Na+].